From a dataset of Reaction yield outcomes from USPTO patents with 853,638 reactions. Predict the reaction yield, written as a fraction of the theoretical maximum amount of product (1.0 means a 100% yield; for example, 0.34 means a 34% yield). (1) The reactants are [O:1]1[CH:5]=[CH:4][C:3]([C:6]([NH:8][C:9]2[CH:10]=[CH:11][C:12]([CH3:24])=[C:13]([C:15]3[CH:20]=[CH:19][C:18]([C:21]([OH:23])=O)=[CH:17][CH:16]=3)[CH:14]=2)=[O:7])=[CH:2]1.[CH3:25][N:26]([CH3:31])[CH2:27][CH2:28][CH2:29][NH2:30].CN(C(ON1N=NC2C=CC=NC1=2)=[N+](C)C)C.F[P-](F)(F)(F)(F)F.C1C=CC2N(O)N=NC=2C=1.CCN(C(C)C)C(C)C. The catalyst is CN(C=O)C.C(OCC)(=O)C. The product is [CH3:25][N:26]([CH3:31])[CH2:27][CH2:28][CH2:29][NH:30][C:21]([C:18]1[CH:19]=[CH:20][C:15]([C:13]2[C:12]([CH3:24])=[CH:11][CH:10]=[C:9]([NH:8][C:6]([C:3]3[CH:4]=[CH:5][O:1][CH:2]=3)=[O:7])[CH:14]=2)=[CH:16][CH:17]=1)=[O:23]. The yield is 0.810. (2) The reactants are [Cl:1][C:2]1[N:10]=[C:9](Cl)[CH:8]=[CH:7][C:3]=1[C:4]([OH:6])=[O:5].[OH-:12].[Na+].Cl. No catalyst specified. The product is [Cl:1][C:2]1[NH:10][C:9](=[O:12])[CH:8]=[CH:7][C:3]=1[C:4]([OH:6])=[O:5]. The yield is 0.880. (3) The reactants are [Br:1][C:2]1[C:3]([C:7]2[CH:12]=[CH:11][CH:10]=[CH:9][C:8]=2[Cl:13])=[N:4][NH:5][CH:6]=1.[CH3:14][C:15]1[C:16](B2OC(C)(C)C(C)(C)O2)=[CH:17][C:18]([NH:21][C:22](=[O:24])[CH3:23])=[N:19][CH:20]=1.N1C=CC=CC=1. The catalyst is C1COCC1. The product is [Br:1][C:2]1[C:3]([C:7]2[CH:12]=[CH:11][CH:10]=[CH:9][C:8]=2[Cl:13])=[N:4][N:5]([C:16]2[C:15]([CH3:14])=[CH:20][N:19]=[C:18]([NH:21][C:22](=[O:24])[CH3:23])[CH:17]=2)[CH:6]=1. The yield is 0.560. (4) The reactants are [OH:1][C:2]1[C:11]2[C:6](=[CH:7][CH:8]=[CH:9][CH:10]=2)[C:5]([CH3:12])=[N:4][C:3]=1[C:13]([O:15][CH3:16])=[O:14].C(N(CC)C(C)C)(C)C.[F:26][C:27]([F:40])([F:39])[S:28](O[S:28]([C:27]([F:40])([F:39])[F:26])(=[O:30])=[O:29])(=[O:30])=[O:29]. The catalyst is C(Cl)Cl. The product is [CH3:12][C:5]1[C:6]2[C:11](=[CH:10][CH:9]=[CH:8][CH:7]=2)[C:2]([O:1][S:28]([C:27]([F:40])([F:39])[F:26])(=[O:30])=[O:29])=[C:3]([C:13]([O:15][CH3:16])=[O:14])[N:4]=1. The yield is 0.820. (5) The reactants are [NH2:1][C@H:2]([C:28]([O:30][C:31]([CH3:34])([CH3:33])[CH3:32])=[O:29])[CH2:3][C:4]1[N:8]=[CH:7][N:6]([C:9]([C:22]2[CH:27]=[CH:26][CH:25]=[CH:24][CH:23]=2)([C:16]2[CH:21]=[CH:20][CH:19]=[CH:18][CH:17]=2)[C:10]2[CH:15]=[CH:14][CH:13]=[CH:12][CH:11]=2)[CH:5]=1.C1C=CC2N(O)N=NC=2C=1.[NH:45]([C:50]([CH2:52][CH2:53][CH2:54][CH2:55][CH2:56][CH2:57][CH2:58][CH2:59][CH2:60][CH2:61][CH2:62][CH2:63][CH2:64][CH2:65][CH3:66])=[O:51])[CH2:46][C:47](O)=[O:48].Cl. The catalyst is C(OCC)(=O)C.O. The product is [NH:45]([C:50]([CH2:52][CH2:53][CH2:54][CH2:55][CH2:56][CH2:57][CH2:58][CH2:59][CH2:60][CH2:61][CH2:62][CH2:63][CH2:64][CH2:65][CH3:66])=[O:51])[CH2:46][C:47]([NH:1][C@H:2]([C:28]([O:30][C:31]([CH3:34])([CH3:33])[CH3:32])=[O:29])[CH2:3][C:4]1[N:8]=[CH:7][N:6]([C:9]([C:16]2[CH:17]=[CH:18][CH:19]=[CH:20][CH:21]=2)([C:10]2[CH:11]=[CH:12][CH:13]=[CH:14][CH:15]=2)[C:22]2[CH:27]=[CH:26][CH:25]=[CH:24][CH:23]=2)[CH:5]=1)=[O:48]. The yield is 1.18. (6) The reactants are [NH2:1][C:2]1[CH:10]=[CH:9][C:8]([OH:11])=[CH:7][C:3]=1[C:4]([OH:6])=O.O=S(Cl)Cl.[Cl:16][C:17]1[CH:23]=[CH:22][CH:21]=[CH:20][C:18]=1[NH2:19].C(Cl)(Cl)Cl. The catalyst is C1C=CC=CC=1. The product is [NH2:1][C:2]1[CH:10]=[CH:9][C:8]([OH:11])=[CH:7][C:3]=1[C:4]([NH:19][C:18]1[CH:20]=[CH:21][CH:22]=[CH:23][C:17]=1[Cl:16])=[O:6]. The yield is 0.120. (7) The reactants are [C:1]([O:5][C:6]([N:8]1[CH2:13][CH2:12][CH2:11][C@H:10]([C@@H:14]([OH:17])[CH2:15][CH3:16])[CH2:9]1)=[O:7])([CH3:4])([CH3:3])[CH3:2].C1(P(C2C=CC=CC=2)C2C=CC=CC=2)C=CC=CC=1.[C:37](O)(=[O:44])[C:38]1[CH:43]=[CH:42][CH:41]=[CH:40][CH:39]=1.C(N(C(C)C)CC)(C)C.N(C(OC(C)C)=O)=NC(OC(C)C)=O. The catalyst is COCCOC. The product is [C:1]([O:5][C:6]([N:8]1[CH2:13][CH2:12][CH2:11][C@H:10]([C@H:14]([O:17][C:37](=[O:44])[C:38]2[CH:43]=[CH:42][CH:41]=[CH:40][CH:39]=2)[CH2:15][CH3:16])[CH2:9]1)=[O:7])([CH3:4])([CH3:3])[CH3:2]. The yield is 0.660. (8) The reactants are Br[C:2]1[CH:7]=[CH:6][C:5]([Br:8])=[CH:4][N:3]=1.O.[NH2:10][NH2:11].CC(O)CC. The product is [Br:8][C:5]1[CH:6]=[CH:7][C:2]([NH:10][NH2:11])=[N:3][CH:4]=1. The catalyst is O. The yield is 0.870. (9) The reactants are [Cl:1][C:2]1[C:7]2=[N:8][CH:9]=[C:10]([O:12][CH2:13][C:14]3O[CH:16]=[CH:17][N:18]=3)[N:11]=[C:6]2[CH:5]=[CH:4][N:3]=1.ClC1N=C2C=CN=C(Cl)C2=NC=1.C[C:32]1[O:33]C=C(CO)N=1. No catalyst specified. The product is [Cl:1][C:2]1[C:7]2=[N:8][CH:9]=[C:10]([O:12][CH2:13][C:14]3[N:18]=[C:17]([CH3:16])[O:33][CH:32]=3)[N:11]=[C:6]2[CH:5]=[CH:4][N:3]=1. The yield is 0.730.